The task is: Predict which catalyst facilitates the given reaction.. This data is from Catalyst prediction with 721,799 reactions and 888 catalyst types from USPTO. (1) Product: [N:4]12[CH2:9][CH2:8][CH:7]([CH2:6][CH2:5]1)[C@H:2]([NH:1][CH2:13][CH2:14][N:15]1[C:23]3[C:18](=[CH:19][CH:20]=[CH:21][C:22]=3[C:24]([O:26][CH3:27])=[O:25])[CH:17]=[CH:16]1)[CH2:3]2. The catalyst class is: 322. Reactant: [NH2:1][C@H:2]1[CH:7]2[CH2:8][CH2:9][N:4]([CH2:5][CH2:6]2)[CH2:3]1.[H-].[Na+].O=[CH:13][CH2:14][N:15]1[C:23]2[C:18](=[CH:19][CH:20]=[CH:21][C:22]=2[C:24]([O:26][CH3:27])=[O:25])[CH:17]=[CH:16]1.C(O[BH-](OC(=O)C)OC(=O)C)(=O)C.[Na+]. (2) Reactant: [Br:1][C:2]1[CH:7]=[CH:6][C:5]([C:8]2[CH:13]=[CH:12][CH:11]=[C:10]([Cl:14])[CH:9]=2)=[C:4]([CH3:15])[CH:3]=1.C1C(=O)N([Br:23])C(=O)C1. Product: [Br:1][C:2]1[CH:7]=[CH:6][C:5]([C:8]2[CH:13]=[CH:12][CH:11]=[C:10]([Cl:14])[CH:9]=2)=[C:4]([CH2:15][Br:23])[CH:3]=1. The catalyst class is: 53. (3) Reactant: [CH:1]12[CH:6]([NH:7][C:8]3[N:9]=[CH:10][C:11]4[CH:17]=[C:16]([C:18]5[CH:23]=[CH:22][CH:21]=[CH:20][C:19]=5[Cl:24])[C:15](=[O:25])[N:14]([CH:26]5[CH2:28][CH2:27]5)[C:12]=4[N:13]=3)[CH:5]1[CH2:4][NH:3][CH2:2]2.C([N:31]([CH2:34]C)CC)C.CCCCCC.[OH2:42]. Product: [Cl:24][C:19]1[CH:20]=[CH:21][CH:22]=[CH:23][C:18]=1[C:16]1[C:15](=[O:25])[N:14]([CH:26]2[CH2:28][CH2:27]2)[C:12]2[N:13]=[C:8]([NH:7][CH:6]3[CH:5]4[CH:1]3[CH2:2][N:3]([C:34]([NH2:31])=[O:42])[CH2:4]4)[N:9]=[CH:10][C:11]=2[CH:17]=1. The catalyst class is: 4.